Dataset: Reaction yield outcomes from USPTO patents with 853,638 reactions. Task: Predict the reaction yield, written as a fraction of the theoretical maximum amount of product (1.0 means a 100% yield; for example, 0.34 means a 34% yield). The yield is 0.420. The reactants are Cl[C:2]1[NH:10][C:9]2[C:4](=[N:5][CH:6]=[CH:7][CH:8]=2)[C:3]=1[C:11]#[N:12].[C:13]([O:17][C:18](=[O:25])[NH:19][C@H:20]1[CH2:24][CH2:23][NH:22][CH2:21]1)([CH3:16])([CH3:15])[CH3:14]. No catalyst specified. The product is [C:13]([O:17][C:18](=[O:25])[NH:19][C@H:20]1[CH2:24][CH2:23][N:22]([C:2]2[NH:10][C:9]3[C:4](=[N:5][CH:6]=[CH:7][CH:8]=3)[C:3]=2[C:11]#[N:12])[CH2:21]1)([CH3:16])([CH3:14])[CH3:15].